Dataset: Forward reaction prediction with 1.9M reactions from USPTO patents (1976-2016). Task: Predict the product of the given reaction. (1) Given the reactants Br[C:2]1[C:3]([CH3:21])=[C:4]([C:8]([N:10]2[CH2:15][CH2:14][CH:13]([N:16]3[CH2:20][CH2:19][CH2:18][CH2:17]3)[CH2:12][CH2:11]2)=[O:9])[CH:5]=[CH:6][CH:7]=1.[F:22][C:23]([F:35])([F:34])[O:24][C:25]1[CH:26]=[C:27](B(O)O)[CH:28]=[CH:29][CH:30]=1, predict the reaction product. The product is: [CH3:21][C:3]1[C:4]([C:8]([N:10]2[CH2:15][CH2:14][CH:13]([N:16]3[CH2:20][CH2:19][CH2:18][CH2:17]3)[CH2:12][CH2:11]2)=[O:9])=[CH:5][CH:6]=[CH:7][C:2]=1[C:27]1[CH:28]=[CH:29][CH:30]=[C:25]([O:24][C:23]([F:22])([F:34])[F:35])[CH:26]=1. (2) Given the reactants [BH4-].[Na+].[N:3]1[CH:4]=[CH:5][N:6]2[C:11]=1[CH:10]=[CH:9][C:8]([C:12](OC)=[O:13])=[N:7]2, predict the reaction product. The product is: [N:3]1[CH:4]=[CH:5][N:6]2[C:11]=1[CH:10]=[CH:9][C:8]([CH2:12][OH:13])=[N:7]2.